From a dataset of Peptide-MHC class II binding affinity with 134,281 pairs from IEDB. Regression. Given a peptide amino acid sequence and an MHC pseudo amino acid sequence, predict their binding affinity value. This is MHC class II binding data. (1) The binding affinity (normalized) is 0.820. The MHC is DRB1_1101 with pseudo-sequence DRB1_1101. The peptide sequence is SLMYFHKRDMRLLSL. (2) The peptide sequence is AKSSPAYPSVLGQTI. The MHC is HLA-DQA10104-DQB10503 with pseudo-sequence HLA-DQA10104-DQB10503. The binding affinity (normalized) is 0.0831. (3) The peptide sequence is AGIMIFDPYGATISA. The MHC is HLA-DPA10103-DPB10301 with pseudo-sequence HLA-DPA10103-DPB10301. The binding affinity (normalized) is 0.0209. (4) The peptide sequence is IVDMKILNHLIHKQN. The MHC is HLA-DQA10301-DQB10302 with pseudo-sequence HLA-DQA10301-DQB10302. The binding affinity (normalized) is 0.0707.